The task is: Binary Classification. Given a drug SMILES string, predict its activity (active/inactive) in a high-throughput screening assay against a specified biological target.. This data is from M1 muscarinic receptor antagonist screen with 61,756 compounds. (1) The drug is o1nc(nc1CN1C(=O)c2c(C1=O)cccc2)c1ccncc1. The result is 0 (inactive). (2) The drug is S(c1n(c(=O)c2c(n1)cccc2)c1ccccc1)C(C)C#N. The result is 0 (inactive).